From a dataset of Reaction yield outcomes from USPTO patents with 853,638 reactions. Predict the reaction yield, written as a fraction of the theoretical maximum amount of product (1.0 means a 100% yield; for example, 0.34 means a 34% yield). (1) The yield is 0.490. The reactants are [CH3:1][O:2][C:3]1[CH:8]=[CH:7][C:6]([CH:9]2[CH2:14][CH2:13][O:12][CH2:11][CH2:10]2)=[CH:5][C:4]=1[NH:15][C:16]([NH2:18])=[S:17].Br.CS(C)=O.C(OCC)(=O)C. The product is [CH3:1][O:2][C:3]1[C:4]2[N:15]=[C:16]([NH2:18])[S:17][C:5]=2[C:6]([CH:9]2[CH2:10][CH2:11][O:12][CH2:13][CH2:14]2)=[CH:7][CH:8]=1. The catalyst is C(O)(=O)C. (2) The reactants are [C:1]1([CH:7]2[NH:12][C:11]3[CH:13]=[CH:14][CH:15]=[CH:16][C:10]=3[O:9][CH2:8]2)[CH:6]=[CH:5][CH:4]=[CH:3][CH:2]=1.FC(F)(F)C(O)=O.[N:24](OCCCC)=[O:25].C(=O)([O-])[O-].[K+].[K+]. The catalyst is C(OCC)C.O. The product is [N:24]([N:12]1[C:11]2[CH:13]=[CH:14][CH:15]=[CH:16][C:10]=2[O:9][CH2:8][CH:7]1[C:1]1[CH:2]=[CH:3][CH:4]=[CH:5][CH:6]=1)=[O:25]. The yield is 0.810. (3) The reactants are [C:1]([O:5][C:6]([C:8]1([NH:19][S:20]([C:23]2[S:24][C:25]([C:28]3[CH:33]=[CH:32][C:31]([Cl:34])=[CH:30][CH:29]=3)=[CH:26][CH:27]=2)(=[O:22])=[O:21])[CH2:10][C:9]1([CH2:17][NH2:18])[C:11]1[CH:16]=[CH:15][CH:14]=[CH:13][CH:12]=1)=[O:7])([CH3:4])([CH3:3])[CH3:2].[CH3:35][C:36]([CH3:38])=O.C(O[BH-](OC(=O)C)OC(=O)C)(=O)C.[Na+].C(=O)([O-])O.[Na+]. The catalyst is O1CCCC1.C(O)(=O)C. The product is [C:1]([O:5][C:6]([C:8]1([NH:19][S:20]([C:23]2[S:24][C:25]([C:28]3[CH:33]=[CH:32][C:31]([Cl:34])=[CH:30][CH:29]=3)=[CH:26][CH:27]=2)(=[O:22])=[O:21])[CH2:10][C:9]1([CH2:17][NH:18][CH:36]([CH3:38])[CH3:35])[C:11]1[CH:12]=[CH:13][CH:14]=[CH:15][CH:16]=1)=[O:7])([CH3:4])([CH3:2])[CH3:3]. The yield is 0.690. (4) The reactants are [C:1]([O:5][C:6](=[O:22])[NH:7][C@H:8]([C:19](=[S:21])[NH2:20])[CH2:9][C:10]1[CH:15]=[CH:14][C:13]([N+:16]([O-:18])=[O:17])=[CH:12][CH:11]=1)([CH3:4])([CH3:3])[CH3:2].Br[CH2:24][C:25]([C:27]1[CH:32]=[CH:31][CH:30]=[CH:29][CH:28]=1)=O.N1C=CC=CC=1.CC(OC(OC(OC(C)(C)C)=O)=O)(C)C. The catalyst is CC#N.C(OCC)C. The product is [C:1]([O:5][C:6](=[O:22])[NH:7][C@H:8]([C:19]1[S:21][CH:24]=[C:25]([C:27]2[CH:32]=[CH:31][CH:30]=[CH:29][CH:28]=2)[N:20]=1)[CH2:9][C:10]1[CH:15]=[CH:14][C:13]([N+:16]([O-:18])=[O:17])=[CH:12][CH:11]=1)([CH3:4])([CH3:2])[CH3:3]. The yield is 0.390. (5) The reactants are [NH:1]([CH2:5][CH2:6][OH:7])[CH2:2][CH2:3][OH:4].C(=O)([O-])[O-].[K+].[K+].[CH:14](=O)[CH2:15][CH3:16]. The catalyst is ClCCl. The product is [CH2:15]([CH:16]1[N:1]([CH2:5][CH2:6][OH:7])[CH2:2][CH2:3][O:4]1)[CH3:14]. The yield is 0.870.